From a dataset of Reaction yield outcomes from USPTO patents with 853,638 reactions. Predict the reaction yield, written as a fraction of the theoretical maximum amount of product (1.0 means a 100% yield; for example, 0.34 means a 34% yield). (1) The reactants are [CH:1]1([C@@H:7]2[CH2:12][NH:11][CH2:10][C:9](=[O:13])[N:8]2[C:14]2[CH:18]=[C:17]([C:19]3[CH:24]=[CH:23][CH:22]=[CH:21][CH:20]=3)[S:16][C:15]=2[C:25]([OH:27])=[O:26])[CH2:6][CH2:5][CH2:4][CH2:3][CH2:2]1.[F:28][C:29]1[C:30]([N:37]2[CH2:42][CH2:41][O:40][CH2:39][CH2:38]2)=[C:31]([CH:34]=[CH:35][CH:36]=1)[CH:32]=O.C(O[BH-](OC(=O)C)OC(=O)C)(=O)C.[Na+]. The catalyst is C(O)(=O)C.CO. The product is [CH:1]1([C@@H:7]2[CH2:12][N:11]([CH2:32][C:31]3[CH:34]=[CH:35][CH:36]=[C:29]([F:28])[C:30]=3[N:37]3[CH2:38][CH2:39][O:40][CH2:41][CH2:42]3)[CH2:10][C:9](=[O:13])[N:8]2[C:14]2[CH:18]=[C:17]([C:19]3[CH:20]=[CH:21][CH:22]=[CH:23][CH:24]=3)[S:16][C:15]=2[C:25]([OH:27])=[O:26])[CH2:2][CH2:3][CH2:4][CH2:5][CH2:6]1. The yield is 0.120. (2) The yield is 0.910. The product is [NH2:44][C:2]1[N:3]([C:22]2[C:27]3[C:26](=[CH:31][CH:30]=[C:29]([O:53][CH3:52])[CH:28]=3)[C:25]([CH3:32])=[CH:24][CH:23]=2)[C:4]([SH:7])=[N:5][N:6]=1. The reactants are Br[C:2]1[N:3]([C:22]2[C:31]3[C:26](=[CH:27][CH:28]=[CH:29][CH:30]=3)[C:25]([CH:32]3CC3)=[CH:24][CH:23]=2)[C:4]([S:7]CC(NC2C=CC(C(O)=O)=CC=2Cl)=O)=[N:5][N:6]=1.Cl.NNC(N)=N.C([N:44](C(C)C)CC)(C)C.CN(C)[CH:52]=[O:53]. No catalyst specified. (3) The reactants are [C:1]1([CH3:13])[CH:6]=[CH:5][C:4]([NH:7][CH2:8][CH2:9][CH2:10][C:11]#[N:12])=[CH:3][CH:2]=1.[C:14]([O:21]CC)(=O)[C:15]([O:17]CC)=O.[O-]CC.[Na+]. The catalyst is C(O)C. The product is [O:21]=[C:14]1[C:15](=[O:17])[CH:10]([C:11]#[N:12])[CH2:9][CH2:8][N:7]1[C:4]1[CH:3]=[CH:2][C:1]([CH3:13])=[CH:6][CH:5]=1. The yield is 0.516. (4) The reactants are [N:1]([CH2:4][C@@H:5]1[CH2:10][N:9]([C:11]([O:13][C:14]([CH3:17])([CH3:16])[CH3:15])=[O:12])[C:8]2[CH:18]=[CH:19][CH:20]=[C:21](Br)[C:7]=2[O:6]1)=[N+:2]=[N-:3].[Cl:23][C:24]1[CH:29]=[CH:28][C:27]([Cl:30])=[CH:26][C:25]=1B(O)O.C(=O)([O-])[O-].[Na+].[Na+]. The catalyst is COCCOC.O.[Pd].C1(P(C2C=CC=CC=2)C2C=CC=CC=2)C=CC=CC=1.C1(P(C2C=CC=CC=2)C2C=CC=CC=2)C=CC=CC=1.C1(P(C2C=CC=CC=2)C2C=CC=CC=2)C=CC=CC=1.C1(P(C2C=CC=CC=2)C2C=CC=CC=2)C=CC=CC=1. The product is [N:1]([CH2:4][C@@H:5]1[CH2:10][N:9]([C:11]([O:13][C:14]([CH3:17])([CH3:16])[CH3:15])=[O:12])[C:8]2[CH:18]=[CH:19][CH:20]=[C:21]([C:28]3[CH:29]=[C:24]([Cl:23])[CH:25]=[CH:26][C:27]=3[Cl:30])[C:7]=2[O:6]1)=[N+:2]=[N-:3]. The yield is 0.880. (5) The catalyst is CS(C)=O.C1C=CC(P(C2C=CC=CC=2)[C-]2C=CC=C2)=CC=1.C1C=CC(P(C2C=CC=CC=2)[C-]2C=CC=C2)=CC=1.Cl[Pd]Cl.[Fe+2]. The reactants are ClCCl.C([O-])(=O)C.[K+].[B:18]1([B:18]2[O:22][C:21]([CH3:24])([CH3:23])[C:20]([CH3:26])([CH3:25])[O:19]2)[O:22][C:21]([CH3:24])([CH3:23])[C:20]([CH3:26])([CH3:25])[O:19]1.Br[C:28]1[CH:29]=[C:30]([C:37]([F:40])([F:39])[F:38])[C:31]([O:34][CH2:35][CH3:36])=[N:32][CH:33]=1. The product is [CH2:35]([O:34][C:31]1[C:30]([C:37]([F:40])([F:38])[F:39])=[CH:29][C:28]([B:18]2[O:19][C:20]([CH3:25])([CH3:26])[C:21]([CH3:23])([CH3:24])[O:22]2)=[CH:33][N:32]=1)[CH3:36]. The yield is 0.970. (6) The reactants are [NH2:1][C:2]1[CH:12]=[CH:11][C:10]([Br:13])=[CH:9][C:3]=1[C:4]([N:6]([CH3:8])[CH3:7])=[O:5].C(N(C(C)C)CC)(C)C.[N:23]1([C:29](Cl)=[O:30])[CH2:28][CH2:27][O:26][CH2:25][CH2:24]1. The catalyst is C(Cl)(Cl)Cl. The product is [Br:13][C:10]1[CH:11]=[CH:12][C:2]([NH:1][C:29]([N:23]2[CH2:28][CH2:27][O:26][CH2:25][CH2:24]2)=[O:30])=[C:3]([C:4](=[O:5])[N:6]([CH3:7])[CH3:8])[CH:9]=1. The yield is 0.390. (7) The reactants are [Br:1][C:2]1[N:7]=[CH:6][C:5]([C:8](=[O:14])[C:9](OCC)=[O:10])=[CH:4][CH:3]=1.[BH4-].[Na+]. The catalyst is C(O)C.C(OCC)(=O)C. The product is [Br:1][C:2]1[N:7]=[CH:6][C:5]([CH:8]([OH:14])[CH2:9][OH:10])=[CH:4][CH:3]=1. The yield is 0.770.